This data is from Full USPTO retrosynthesis dataset with 1.9M reactions from patents (1976-2016). The task is: Predict the reactants needed to synthesize the given product. Given the product [C:16]1([O:26][CH2:3][CH:2]([OH:4])[CH2:1][O:5][C:6]2[C:15]3[C:10](=[CH:11][CH:12]=[CH:13][CH:14]=3)[CH:9]=[CH:8][CH:7]=2)[C:25]2[C:20](=[CH:21][CH:22]=[CH:23][CH:24]=2)[CH:19]=[CH:18][CH:17]=1, predict the reactants needed to synthesize it. The reactants are: [CH2:1]([O:5][C:6]1[C:15]2[C:10](=[CH:11][CH:12]=[CH:13][CH:14]=2)[CH:9]=[CH:8][CH:7]=1)[CH:2]1[O:4][CH2:3]1.[C:16]1([OH:26])[C:25]2[C:20](=[CH:21][CH:22]=[CH:23][CH:24]=2)[CH:19]=[CH:18][CH:17]=1.